The task is: Predict the product of the given reaction.. This data is from Forward reaction prediction with 1.9M reactions from USPTO patents (1976-2016). The product is: [Cl:12][C:5]1[C:6]2[CH2:7][CH2:8][CH2:9][CH2:10][C:11]=2[C:2]([NH:13][C:14]2[CH:15]=[CH:16][C:17]([O:18][C:19]3[C:24]([C:25]4[CH:30]=[CH:29][N:28]=[C:27]([NH:31][CH3:32])[N:26]=4)=[CH:23][CH:22]=[CH:21][N:20]=3)=[CH:33][CH:34]=2)=[N:3][N:4]=1. Given the reactants Cl[C:2]1[C:11]2[CH2:10][CH2:9][CH2:8][CH2:7][C:6]=2[C:5]([Cl:12])=[N:4][N:3]=1.[NH2:13][C:14]1[CH:34]=[CH:33][C:17]([O:18][C:19]2[C:24]([C:25]3[CH:30]=[CH:29][N:28]=[C:27]([NH:31][CH3:32])[N:26]=3)=[CH:23][CH:22]=[CH:21][N:20]=2)=[CH:16][CH:15]=1, predict the reaction product.